Dataset: Forward reaction prediction with 1.9M reactions from USPTO patents (1976-2016). Task: Predict the product of the given reaction. (1) Given the reactants [CH2:1]([C:5]1[CH:12]=[CH:11][C:8]([CH:9]=O)=[CH:7][CH:6]=1)[CH2:2][CH2:3][CH3:4].C(O)(=O)[CH2:14][C:15]([OH:17])=[O:16].N1C=CC=CC=1, predict the reaction product. The product is: [CH2:1]([C:5]1[CH:12]=[CH:11][C:8]([CH:9]=[CH:14][C:15]([OH:17])=[O:16])=[CH:7][CH:6]=1)[CH2:2][CH2:3][CH3:4]. (2) Given the reactants [F:1][C:2]1[CH:30]=[CH:29][C:5]([CH2:6][N:7]2[C:12](=[O:13])[C:11]3[C:14]([O:23][CH3:24])=[C:15]4[C:20](=[O:21])[N:19]([CH3:22])[CH2:18][CH2:17][N:16]4[C:10]=3[C:9]([C:25](OC)=[O:26])=[N:8]2)=[CH:4][CH:3]=1.[BH4-].[Na+], predict the reaction product. The product is: [F:1][C:2]1[CH:30]=[CH:29][C:5]([CH2:6][N:7]2[C:12](=[O:13])[C:11]3[C:14]([O:23][CH3:24])=[C:15]4[C:20](=[O:21])[N:19]([CH3:22])[CH2:18][CH2:17][N:16]4[C:10]=3[C:9]([CH2:25][OH:26])=[N:8]2)=[CH:4][CH:3]=1. (3) The product is: [CH3:1][O:2][C:3]1[C:4]2[C:11]([C:12]3[CH:17]=[CH:16][CH:15]=[CH:14][CH:13]=3)=[C:10]([C:18]3[CH:19]=[CH:20][C:21]([C:24]4([NH2:28])[CH2:27][CH2:26][CH2:25]4)=[CH:22][CH:23]=3)[O:9][C:5]=2[N:6]=[CH:7][N:8]=1. Given the reactants [CH3:1][O:2][C:3]1[C:4]2[C:11]([C:12]3[CH:17]=[CH:16][CH:15]=[CH:14][CH:13]=3)=[C:10]([C:18]3[CH:23]=[CH:22][C:21]([C:24]4([NH:28]C(=O)OC(C)(C)C)[CH2:27][CH2:26][CH2:25]4)=[CH:20][CH:19]=3)[O:9][C:5]=2[N:6]=[CH:7][N:8]=1.C(O)(C(F)(F)F)=O, predict the reaction product.